This data is from Forward reaction prediction with 1.9M reactions from USPTO patents (1976-2016). The task is: Predict the product of the given reaction. (1) Given the reactants [C:1]([O:4][C@@H:5]1[C@@H:18]([O:19][C:20](=[O:22])[CH3:21])[C@H:17]([O:23][C:24](=[O:26])[CH3:25])[CH2:16][S:15][C@H:6]1[O:7][C:8]1[CH:9]=[N:10][C:11](Br)=[CH:12][CH:13]=1)(=[O:3])[CH3:2].[CH3:27][C:28]1[O:32][C:31](B(O)O)=[CH:30][CH:29]=1, predict the reaction product. The product is: [C:1]([O:4][C@@H:5]1[C@@H:18]([O:19][C:20](=[O:22])[CH3:21])[C@H:17]([O:23][C:24](=[O:26])[CH3:25])[CH2:16][S:15][C@H:6]1[O:7][C:8]1[CH:9]=[N:10][C:11]([C:31]2[O:32][C:28]([CH3:27])=[CH:29][CH:30]=2)=[CH:12][CH:13]=1)(=[O:3])[CH3:2]. (2) Given the reactants Br[C:2]1[C:7]([N+:8]([O-:10])=[O:9])=[CH:6][C:5]([S:11]([N:14]([CH3:16])[CH3:15])(=[O:13])=[O:12])=[C:4]([CH3:17])[CH:3]=1.[C:18]([Cu])#[N:19], predict the reaction product. The product is: [C:18]([C:2]1[C:7]([N+:8]([O-:10])=[O:9])=[CH:6][C:5]([S:11]([N:14]([CH3:16])[CH3:15])(=[O:13])=[O:12])=[C:4]([CH3:17])[CH:3]=1)#[N:19]. (3) Given the reactants [NH:1]1[CH:5]=[CH:4][C:3]([C:6]([OH:8])=O)=[N:2]1.CCN(C(C)C)C(C)C.[NH2:18][C@@H:19]([CH3:35])[CH2:20][N:21]1[CH:25]=[CH:24][C:23]([C:26]2[CH:33]=[CH:32][C:29]([C:30]#[N:31])=[C:28]([Cl:34])[CH:27]=2)=[N:22]1, predict the reaction product. The product is: [Cl:34][C:28]1[CH:27]=[C:26]([C:23]2[CH:24]=[CH:25][N:21]([CH2:20][C@@H:19]([NH:18][C:6]([C:3]3[CH:4]=[CH:5][NH:1][N:2]=3)=[O:8])[CH3:35])[N:22]=2)[CH:33]=[CH:32][C:29]=1[C:30]#[N:31]. (4) Given the reactants [N+:1]([C:4]1[CH:9]=[CH:8][CH:7]=[CH:6][C:5]=1[C:10](=[O:17])[C:11]#[C:12][Si:13]([CH3:16])([CH3:15])[CH3:14])([O-])=O.Cl, predict the reaction product. The product is: [NH2:1][C:4]1[CH:9]=[CH:8][CH:7]=[CH:6][C:5]=1[C:10](=[O:17])[CH2:11][CH2:12][Si:13]([CH3:16])([CH3:15])[CH3:14]. (5) Given the reactants C(=N[NH:15][C:16]1[CH:21]=[C:20]([C:22]([CH3:25])([CH3:24])[CH3:23])[CH:19]=[C:18]([C:26]([CH3:29])([CH3:28])[CH3:27])[CH:17]=1)(C1C=CC=CC=1)C1C=CC=CC=1.[C:30]([O:35][CH2:36][CH3:37])(=[O:34])[C:31]([CH3:33])=O.O.C1(C)C=CC(S(O)(=O)=O)=CC=1.C(=O)(O)[O-].[Na+], predict the reaction product. The product is: [CH2:36]([O:35][C:30]([C:31]1[NH:15][C:16]2[C:17]([CH:33]=1)=[C:18]([C:26]([CH3:27])([CH3:28])[CH3:29])[CH:19]=[C:20]([C:22]([CH3:25])([CH3:23])[CH3:24])[CH:21]=2)=[O:34])[CH3:37]. (6) Given the reactants [NH2:1][CH2:2][C:3]1[O:4][CH:5]=[C:6]([O:10][CH2:11][C:12]2[CH:17]=[CH:16][CH:15]=[CH:14][CH:13]=2)[C:7](=[O:9])[CH:8]=1.[CH3:18][C:19]1[CH:24]=[CH:23][CH:22]=[CH:21][C:20]=1[S:25](Cl)(=[O:27])=[O:26].C(OC1C(=O)C=C(CNS(C2C=CC=CC=2)(=O)=O)OC=1)C1C=CC=CC=1, predict the reaction product. The product is: [CH2:11]([O:10][C:6]1[C:7](=[O:9])[CH:8]=[C:3]([CH2:2][NH:1][S:25]([C:20]2[CH:21]=[CH:22][CH:23]=[CH:24][C:19]=2[CH3:18])(=[O:27])=[O:26])[O:4][CH:5]=1)[C:12]1[CH:17]=[CH:16][CH:15]=[CH:14][CH:13]=1. (7) Given the reactants [CH2:1]([C:4]1[C:5]([OH:30])=[C:6]([C:20]([O:22][CH2:23][C:24]2[CH:29]=[CH:28][CH:27]=[CH:26][CH:25]=2)=[O:21])[C:7](=[O:19])[NH:8][C:9]=1[C:10]1[CH:15]=[CH:14][C:13]([N:16]([CH3:18])[CH3:17])=[CH:12][CH:11]=1)[CH:2]=C.N1C(C)=CC=CC=1C.[O:39]1CCOCC1.O, predict the reaction product. The product is: [CH3:18][N:16]([CH3:17])[C:13]1[CH:12]=[CH:11][C:10]([C:9]2[NH:8][C:7](=[O:19])[C:6]([C:20]([O:22][CH2:23][C:24]3[CH:25]=[CH:26][CH:27]=[CH:28][CH:29]=3)=[O:21])=[C:5]([OH:30])[C:4]=2[CH2:1][CH:2]=[O:39])=[CH:15][CH:14]=1. (8) Given the reactants [CH3:1][C:2]1[CH:3]=[C:4]([CH:16]=[C:17]([CH3:19])[CH:18]=1)[CH2:5][O:6][CH2:7][C:8]1[O:12][N:11]=[C:10]([C:13]([OH:15])=O)[CH:9]=1.Cl.[O:21]1[CH2:25][CH2:24][CH:23]([CH2:26][NH2:27])[CH2:22]1.C(N(CC)CC)C.ON1C2C=CC=CC=2N=N1.Cl.C(N=C=NCCCN(C)C)C, predict the reaction product. The product is: [O:21]1[CH2:25][CH2:24][CH:23]([CH2:26][NH:27][C:13]([C:10]2[CH:9]=[C:8]([CH2:7][O:6][CH2:5][C:4]3[CH:16]=[C:17]([CH3:19])[CH:18]=[C:2]([CH3:1])[CH:3]=3)[O:12][N:11]=2)=[O:15])[CH2:22]1. (9) Given the reactants [N+:1]([O-:4])(O)=[O:2].[C:5]([C:8]1[CH:29]=[CH:28][C:11]([O:12][CH2:13][C:14]2([NH:17][C:18]([O:20][CH2:21][C:22]3[CH:27]=[CH:26][CH:25]=[CH:24][CH:23]=3)=[O:19])[CH2:16][CH2:15]2)=[C:10]([O:30][CH3:31])[CH:9]=1)(=[O:7])[CH3:6], predict the reaction product. The product is: [C:5]([C:8]1[C:29]([N+:1]([O-:4])=[O:2])=[CH:28][C:11]([O:12][CH2:13][C:14]2([NH:17][C:18]([O:20][CH2:21][C:22]3[CH:27]=[CH:26][CH:25]=[CH:24][CH:23]=3)=[O:19])[CH2:16][CH2:15]2)=[C:10]([O:30][CH3:31])[CH:9]=1)(=[O:7])[CH3:6].